Task: Regression. Given a peptide amino acid sequence and an MHC pseudo amino acid sequence, predict their binding affinity value. This is MHC class I binding data.. Dataset: Peptide-MHC class I binding affinity with 185,985 pairs from IEDB/IMGT (1) The MHC is BoLA-AW10 with pseudo-sequence BoLA-AW10. The binding affinity (normalized) is 0.0641. The peptide sequence is MMAKSNSPF. (2) The peptide sequence is RRRLTARGLL. The MHC is Mamu-B03 with pseudo-sequence Mamu-B03. The binding affinity (normalized) is 0.840. (3) The peptide sequence is KQWSWFSLL. The MHC is HLA-B18:01 with pseudo-sequence HLA-B18:01. The binding affinity (normalized) is 0.458. (4) The peptide sequence is AYMNTPGLPV. The MHC is Patr-A0701 with pseudo-sequence Patr-A0701. The binding affinity (normalized) is 0.684.